Dataset: Forward reaction prediction with 1.9M reactions from USPTO patents (1976-2016). Task: Predict the product of the given reaction. (1) Given the reactants [Cl:1][C:2]1[N:10]=[C:9]2[C:5]([N:6]([CH2:11][C@H:12]3[CH2:17][CH2:16][C@H:15]([CH2:18][OH:19])[CH2:14][CH2:13]3)[CH:7]=[N:8]2)=[C:4]([NH:20][C@@H:21]([CH:23]2[CH2:26][CH2:25][CH2:24]2)[CH3:22])[N:3]=1.N1C=CC=CC=1.[C:33]1([CH3:43])[CH:38]=[CH:37][C:36]([S:39](Cl)(=[O:41])=[O:40])=[CH:35][CH:34]=1, predict the reaction product. The product is: [CH3:43][C:33]1[CH:38]=[CH:37][C:36]([S:39]([O:19][CH2:18][C@H:15]2[CH2:14][CH2:13][C@H:12]([CH2:11][N:6]3[C:5]4[C:9](=[N:10][C:2]([Cl:1])=[N:3][C:4]=4[NH:20][C@@H:21]([CH:23]4[CH2:24][CH2:25][CH2:26]4)[CH3:22])[N:8]=[CH:7]3)[CH2:17][CH2:16]2)(=[O:41])=[O:40])=[CH:35][CH:34]=1. (2) Given the reactants [F:1][C:2]1[CH:3]=[C:4]([C:9](=[O:11])[CH3:10])[CH:5]=[CH:6][C:7]=1[F:8].[CH3:12][O:13][C:14]1[CH:15]=[C:16]([C:24]2[CH:28]=[C:27]([CH:29]=O)[NH:26][N:25]=2)[CH:17]=[C:18]([O:22][CH3:23])[C:19]=1[O:20][CH3:21].[OH-].[Na+], predict the reaction product. The product is: [F:1][C:2]1[CH:3]=[C:4]([C:9](=[O:11])/[CH:10]=[CH:29]/[C:27]2[NH:26][N:25]=[C:24]([C:16]3[CH:15]=[C:14]([O:13][CH3:12])[C:19]([O:20][CH3:21])=[C:18]([O:22][CH3:23])[CH:17]=3)[CH:28]=2)[CH:5]=[CH:6][C:7]=1[F:8]. (3) Given the reactants C([C:3]1[C:4]([C:16]([OH:18])=[O:17])=[C:5]([CH3:15])[N:6]([CH3:14])[C:7]=1[C:8]1[CH:13]=[CH:12][CH:11]=[CH:10][CH:9]=1)C.[OH-].[Na+], predict the reaction product. The product is: [CH3:14][N:6]1[C:7]([C:8]2[CH:13]=[CH:12][CH:11]=[CH:10][CH:9]=2)=[CH:3][C:4]([C:16]([OH:18])=[O:17])=[C:5]1[CH3:15]. (4) Given the reactants [Si:1]([O:8][CH2:9][C@@H:10]([NH:12][C:13]1[C:18]([CH3:19])=[C:17]([CH3:20])[N:16]=[C:15]([Cl:21])[C:14]=1[NH2:22])[CH3:11])([C:4]([CH3:7])([CH3:6])[CH3:5])([CH3:3])[CH3:2].C(N(CC)CC)C.[Cl:30][CH2:31][C:32](Cl)=O, predict the reaction product. The product is: [Si:1]([O:8][CH2:9][C@@H:10]([N:12]1[C:13]2[C:18]([CH3:19])=[C:17]([CH3:20])[N:16]=[C:15]([Cl:21])[C:14]=2[N:22]=[C:32]1[CH2:31][Cl:30])[CH3:11])([C:4]([CH3:7])([CH3:6])[CH3:5])([CH3:3])[CH3:2].